This data is from Caco-2 cell permeability data measuring drug intestinal absorption for ~900 compounds. The task is: Regression/Classification. Given a drug SMILES string, predict its absorption, distribution, metabolism, or excretion properties. Task type varies by dataset: regression for continuous measurements (e.g., permeability, clearance, half-life) or binary classification for categorical outcomes (e.g., BBB penetration, CYP inhibition). For this dataset (caco2_wang), we predict Y. (1) The drug is Cn1c(NCCCN2CCC(CN3c4ccccc4Sc4ccc(C(=O)O)cc43)CC2)cc(=O)n(C)c1=O. The Y is -5.90 log Papp (cm/s). (2) The drug is CN1C(=O)CC(N2CCN(CC/C=C3/c4ccccc4COc4ccc(C(=O)O)cc43)CC2)N(C)C1=O. The Y is -5.07 log Papp (cm/s). (3) The drug is C[C@H](CSN=O)C(=O)N1CCC[C@@H]1C(=O)O. The Y is -4.50 log Papp (cm/s). (4) The drug is CNC(=O)C(c1ccc2nc(N)n(C(C)C)c2c1)c1cccc(F)c1F. The Y is -5.00 log Papp (cm/s).